This data is from NCI-60 drug combinations with 297,098 pairs across 59 cell lines. The task is: Regression. Given two drug SMILES strings and cell line genomic features, predict the synergy score measuring deviation from expected non-interaction effect. (1) Drug 2: C#CCC(CC1=CN=C2C(=N1)C(=NC(=N2)N)N)C3=CC=C(C=C3)C(=O)NC(CCC(=O)O)C(=O)O. Drug 1: CN1C2=C(C=C(C=C2)N(CCCl)CCCl)N=C1CCCC(=O)O.Cl. Synergy scores: CSS=36.5, Synergy_ZIP=-0.145, Synergy_Bliss=-10.7, Synergy_Loewe=-84.5, Synergy_HSA=-17.6. Cell line: HL-60(TB). (2) Synergy scores: CSS=19.2, Synergy_ZIP=2.45, Synergy_Bliss=7.68, Synergy_Loewe=-6.07, Synergy_HSA=5.30. Cell line: CAKI-1. Drug 1: CCC(=C(C1=CC=CC=C1)C2=CC=C(C=C2)OCCN(C)C)C3=CC=CC=C3.C(C(=O)O)C(CC(=O)O)(C(=O)O)O. Drug 2: CC1=C2C(C(=O)C3(C(CC4C(C3C(C(C2(C)C)(CC1OC(=O)C(C(C5=CC=CC=C5)NC(=O)C6=CC=CC=C6)O)O)OC(=O)C7=CC=CC=C7)(CO4)OC(=O)C)O)C)OC(=O)C. (3) Drug 1: CS(=O)(=O)C1=CC(=C(C=C1)C(=O)NC2=CC(=C(C=C2)Cl)C3=CC=CC=N3)Cl. Drug 2: C1=CC(=CC=C1CC(C(=O)O)N)N(CCCl)CCCl.Cl. Cell line: K-562. Synergy scores: CSS=26.8, Synergy_ZIP=-0.693, Synergy_Bliss=6.53, Synergy_Loewe=4.16, Synergy_HSA=4.35. (4) Drug 1: C1=CC(=C2C(=C1NCCNCCO)C(=O)C3=C(C=CC(=C3C2=O)O)O)NCCNCCO. Drug 2: C#CCC(CC1=CN=C2C(=N1)C(=NC(=N2)N)N)C3=CC=C(C=C3)C(=O)NC(CCC(=O)O)C(=O)O. Cell line: NCIH23. Synergy scores: CSS=61.3, Synergy_ZIP=3.69, Synergy_Bliss=4.81, Synergy_Loewe=3.53, Synergy_HSA=3.61. (5) Drug 1: CN1CCC(CC1)COC2=C(C=C3C(=C2)N=CN=C3NC4=C(C=C(C=C4)Br)F)OC. Drug 2: C1=NC2=C(N=C(N=C2N1C3C(C(C(O3)CO)O)F)Cl)N. Cell line: UACC62. Synergy scores: CSS=17.5, Synergy_ZIP=-0.641, Synergy_Bliss=0.365, Synergy_Loewe=-5.27, Synergy_HSA=1.11.